Dataset: Forward reaction prediction with 1.9M reactions from USPTO patents (1976-2016). Task: Predict the product of the given reaction. The product is: [Br:1][C:2]1[CH:7]=[CH:6][C:5]([N:14]2[CH2:13][CH2:12][N:11]([C:17]([O:19][C:20]([CH3:23])([CH3:22])[CH3:21])=[O:18])[CH2:16][CH2:15]2)=[C:4]([O:9][CH3:10])[CH:3]=1. Given the reactants [Br:1][C:2]1[CH:7]=[CH:6][C:5](I)=[C:4]([O:9][CH3:10])[CH:3]=1.[N:11]1([C:17]([O:19][C:20]([CH3:23])([CH3:22])[CH3:21])=[O:18])[CH2:16][CH2:15][NH:14][CH2:13][CH2:12]1.CC(C)([O-])C.[Na+].CC1(C)C2C(=C(P(C3C=CC=CC=3)C3C=CC=CC=3)C=CC=2)OC2C(P(C3C=CC=CC=3)C3C=CC=CC=3)=CC=CC1=2, predict the reaction product.